Dataset: Peptide-MHC class II binding affinity with 134,281 pairs from IEDB. Task: Regression. Given a peptide amino acid sequence and an MHC pseudo amino acid sequence, predict their binding affinity value. This is MHC class II binding data. (1) The binding affinity (normalized) is 0.224. The MHC is HLA-DQA10201-DQB10402 with pseudo-sequence HLA-DQA10201-DQB10402. The peptide sequence is GLHFHEMNNGGDAMY. (2) The MHC is DRB1_0101 with pseudo-sequence DRB1_0101. The binding affinity (normalized) is 0.510. The peptide sequence is KCYKLEHPVTGCG. (3) The peptide sequence is AILTHVSQIQAVDVT. The MHC is DRB1_0101 with pseudo-sequence DRB1_0101. The binding affinity (normalized) is 0.160.